From a dataset of Reaction yield outcomes from USPTO patents with 853,638 reactions. Predict the reaction yield, written as a fraction of the theoretical maximum amount of product (1.0 means a 100% yield; for example, 0.34 means a 34% yield). (1) The catalyst is C1(C)C=CC=CC=1.C1C=CC(/C=C/C(/C=C/C2C=CC=CC=2)=O)=CC=1.C1C=CC(/C=C/C(/C=C/C2C=CC=CC=2)=O)=CC=1.C1C=CC(/C=C/C(/C=C/C2C=CC=CC=2)=O)=CC=1.[Pd].[Pd]. The yield is 0.0750. The product is [CH2:12]1[C:13]2[C:18](=[CH:17][CH:16]=[CH:15][CH:14]=2)[CH2:19][CH2:20][N:11]1[CH2:10][CH:9]([OH:21])[CH2:8][NH:7][C:5](=[O:6])[C:4]1[CH:22]=[CH:23][CH:24]=[C:2]([N:25]2[CH2:30][CH2:29][O:28][CH2:27][CH2:26]2)[CH:3]=1. The reactants are Br[C:2]1[CH:3]=[C:4]([CH:22]=[CH:23][CH:24]=1)[C:5]([NH:7][CH2:8][CH:9]([OH:21])[CH2:10][N:11]1[CH2:20][CH2:19][C:18]2[C:13](=[CH:14][CH:15]=[CH:16][CH:17]=2)[CH2:12]1)=[O:6].[NH:25]1[CH2:30][CH2:29][O:28][CH2:27][CH2:26]1.C1C=CC(P(C2C(C3C(P(C4C=CC=CC=4)C4C=CC=CC=4)=CC=C4C=3C=CC=C4)=C3C(C=CC=C3)=CC=2)C2C=CC=CC=2)=CC=1.CC([O-])(C)C.[Na+]. (2) The reactants are [Cl-].O[NH3+:3].[C:4](=[O:7])([O-])[OH:5].[Na+].CS(C)=O.[Si]([O:20][CH:21]([CH2:59][CH3:60])[CH2:22][O:23][C@H:24]1[CH2:29][CH2:28][C@H:27]([N:30]2[C:35](=[O:36])[C:34]([CH2:37][C:38]3[CH:43]=[CH:42][C:41]([C:44]4[C:45]([C:50]#[N:51])=[CH:46][CH:47]=[CH:48][CH:49]=4)=[CH:40][CH:39]=3)=[C:33]([CH2:52][CH2:53][CH3:54])[N:32]3[N:55]=[C:56]([CH3:58])[N:57]=[C:31]23)[CH2:26][CH2:25]1)(C(C)(C)C)(C)C. The catalyst is O.C(OCC)(=O)C. The product is [OH:20][CH:21]([CH2:59][CH3:60])[CH2:22][O:23][C@H:24]1[CH2:29][CH2:28][C@H:27]([N:30]2[C:35](=[O:36])[C:34]([CH2:37][C:38]3[CH:43]=[CH:42][C:41]([C:44]4[CH:49]=[CH:48][CH:47]=[CH:46][C:45]=4[C:50]4[NH:51][C:4](=[O:7])[O:5][N:3]=4)=[CH:40][CH:39]=3)=[C:33]([CH2:52][CH2:53][CH3:54])[N:32]3[N:55]=[C:56]([CH3:58])[N:57]=[C:31]23)[CH2:26][CH2:25]1. The yield is 0.450.